From a dataset of Full USPTO retrosynthesis dataset with 1.9M reactions from patents (1976-2016). Predict the reactants needed to synthesize the given product. (1) Given the product [C:1]([CH2:3][C:4]([NH:6][CH:7]([C:11]1[CH:12]=[CH:13][C:14]([O:17][CH2:18][CH2:19][O:37][CH2:38][CH2:39][O:40][CH2:41][CH2:42][N:43]([C:51]([O:53][C:54]([CH3:57])([CH3:56])[CH3:55])=[O:52])[C:44]([O:46][C:47]([CH3:48])([CH3:49])[CH3:50])=[O:45])=[CH:15][CH:16]=1)[CH2:8][CH2:9][CH3:10])=[O:5])#[N:2], predict the reactants needed to synthesize it. The reactants are: [C:1]([CH2:3][C:4]([NH:6][CH:7]([C:11]1[CH:16]=[CH:15][C:14]([O:17][CH2:18][CH2:19]N(CC)CC)=[CH:13][CH:12]=1)[CH2:8][CH2:9][CH3:10])=[O:5])#[N:2].NC(C1C=CC(OCC[O:37][CH2:38][CH2:39][O:40][CH2:41][CH2:42][N:43]([C:51]([O:53][C:54]([CH3:57])([CH3:56])[CH3:55])=[O:52])[C:44]([O:46][C:47]([CH3:50])([CH3:49])[CH3:48])=[O:45])=CC=1)CCC. (2) Given the product [CH3:1][O:2][C:3]([C:4]1[C:5]([NH2:13])=[C:6]([Cl:12])[C:7]2[NH:11][CH:15]=[N:10][C:8]=2[CH:9]=1)=[O:14], predict the reactants needed to synthesize it. The reactants are: [CH3:1][O:2][C:3](=[O:14])[C:4]1[CH:9]=[C:8]([NH2:10])[C:7]([NH2:11])=[C:6]([Cl:12])[C:5]=1[NH2:13].[C:15](O)(=O)C.C(N)=N. (3) Given the product [CH2:52]([NH:53][C:9]([C:8]1[C:7]([CH3:45])=[C:6]2[CH:5]=[C:4]3[N:27]=[C:24]([C:25]([CH3:26])=[C:3]3[CH2:2][CH3:1])[CH:23]=[C:22]3[NH:28][C:19]([C:20]([CH3:31])=[C:21]3[CH:29]=[CH2:30])=[CH:18][C:16]3=[N:17][C:13]([CH:14]([CH2:33][CH2:34][C:35]([O:37][CH3:38])=[O:36])[CH:15]3[CH3:32])=[C:12]([CH2:11][C:41]([O:43][CH3:44])=[O:42])[C:39]=1[NH:40]2)=[O:10])[CH2:51][O:50][CH2:49][CH2:48][O:47][CH3:46], predict the reactants needed to synthesize it. The reactants are: [CH3:1][CH2:2][C:3]1[C:25]([CH3:26])=[C:24]2[NH:27][C:4]=1[CH:5]=[C:6]1[N:40]=[C:39]3[C:8]([C:9]([CH:11]([C:41]([O:43][CH3:44])=[O:42])[C:12]3=[C:13]3[N:17]=[C:16]([CH:18]=[C:19]4[NH:28][C:22](=[CH:23]2)[C:21]([CH:29]=[CH2:30])=[C:20]4[CH3:31])[CH:15]([CH3:32])[CH:14]3[CH2:33][CH2:34][C:35]([O:37][CH3:38])=[O:36])=[O:10])=[C:7]1[CH3:45].[CH3:46][O:47][CH2:48][CH2:49][O:50][CH2:51][CH2:52][NH2:53]. (4) The reactants are: [NH2:1][C@H:2]1[CH2:18][C@@H:17]2[C@@:5]([CH3:28])([C@@H:6]3[C@@H:14]([CH2:15][CH2:16]2)[C@:13]2([OH:19])[C@@:9]([CH3:27])([C@@H:10]([C:20]4[CH:21]=[CH:22][C:23](=[O:26])[O:24][CH:25]=4)[CH2:11][CH2:12]2)[CH2:8][CH2:7]3)[CH2:4][CH2:3]1.CCN(C(C)C)C(C)C.[N:38]1([C:44](Cl)=[O:45])[CH2:43][CH2:42][O:41][CH2:40][CH2:39]1. Given the product [OH:19][C@:13]12[CH2:12][CH2:11][C@H:10]([C:20]3[CH:21]=[CH:22][C:23](=[O:26])[O:24][CH:25]=3)[C@@:9]1([CH3:27])[CH2:8][CH2:7][C@H:6]1[C@H:14]2[CH2:15][CH2:16][C@H:17]2[C@:5]1([CH3:28])[CH2:4][CH2:3][C@@H:2]([NH:1][C:44]([N:38]1[CH2:43][CH2:42][O:41][CH2:40][CH2:39]1)=[O:45])[CH2:18]2, predict the reactants needed to synthesize it. (5) Given the product [CH2:1]([N:8]1[N:17]=[C:16]([C:25]2[C:21]([CH3:20])=[N:22][O:23][C:24]=2[CH3:35])[C:15]2[C:10](=[CH:11][CH:12]=[CH:13][CH:14]=2)[C:9]1=[O:19])[C:2]1[CH:7]=[CH:6][CH:5]=[CH:4][CH:3]=1, predict the reactants needed to synthesize it. The reactants are: [CH2:1]([N:8]1[N:17]=[C:16](Cl)[C:15]2[C:10](=[CH:11][CH:12]=[CH:13][CH:14]=2)[C:9]1=[O:19])[C:2]1[CH:7]=[CH:6][CH:5]=[CH:4][CH:3]=1.[CH3:20][C:21]1[C:25](B2OC(C)(C)C(C)(C)O2)=[C:24]([CH3:35])[O:23][N:22]=1.C([O-])([O-])=O.[Na+].[Na+]. (6) Given the product [CH3:35][N:34]([CH3:36])[CH2:33][CH2:32][NH:31][C:30]([C:25]1[C:24]2[O:23][C:22]3[C:17](=[CH:18][CH:19]=[CH:20][CH:21]=3)[C:16](=[C:11]3[CH2:10][CH:9]4[NH:8][CH:13]([CH2:14][CH2:15]4)[CH2:12]3)[C:29]=2[CH:28]=[CH:27][CH:26]=1)=[O:37].[C:40]([OH:42])([C:39]([F:44])([F:43])[F:38])=[O:41], predict the reactants needed to synthesize it. The reactants are: C(OC([N:8]1[CH:13]2[CH2:14][CH2:15][CH:9]1[CH2:10][C:11](=[C:16]1[C:29]3[CH:28]=[CH:27][CH:26]=[C:25]([C:30](=[O:37])[NH:31][CH2:32][CH2:33][N:34]([CH3:36])[CH3:35])[C:24]=3[O:23][C:22]3[C:17]1=[CH:18][CH:19]=[CH:20][CH:21]=3)[CH2:12]2)=O)(C)(C)C.[F:38][C:39]([F:44])([F:43])[C:40]([OH:42])=[O:41]. (7) Given the product [Cl:5][C:6]1[C:11]([Cl:12])=[CH:10][CH:9]=[CH:8][C:7]=1[S:13][C:14]1[S:18][C:17]([C:19]([NH:26][CH3:25])=[O:20])=[CH:16][C:15]=1[N+:22]([O-:24])=[O:23], predict the reactants needed to synthesize it. The reactants are: S(Cl)(Cl)=O.[Cl:5][C:6]1[C:11]([Cl:12])=[CH:10][CH:9]=[CH:8][C:7]=1[S:13][C:14]1[S:18][C:17]([C:19](O)=[O:20])=[CH:16][C:15]=1[N+:22]([O-:24])=[O:23].[CH3:25][NH2:26]. (8) Given the product [CH3:19][CH:18]([N:3]1[C:4]([C:6]([O:8][CH2:9][CH3:10])=[O:7])=[CH:5][N:1]=[N:2]1)[CH3:20], predict the reactants needed to synthesize it. The reactants are: [N:1]1[NH:2][N:3]=[C:4]([C:6]([O:8][CH2:9][CH3:10])=[O:7])[CH:5]=1.C(=O)([O-])[O-].[K+].[K+].I[CH:18]([CH3:20])[CH3:19].